From a dataset of Catalyst prediction with 721,799 reactions and 888 catalyst types from USPTO. Predict which catalyst facilitates the given reaction. (1) Reactant: [N+:1]([C:4]1[CH:12]=[C:11]2[C:7]([C:8]([CH:21]=O)=[N:9][N:10]2[CH2:13][O:14][CH2:15][CH2:16][Si:17]([CH3:20])([CH3:19])[CH3:18])=[CH:6][CH:5]=1)([O-:3])=[O:2].Cl.[NH2:24]O.C(P1(=O)OP(=O)(CCC)OP(=O)(CCC)O1)CC.C([O-])(O)=O.[Na+]. The catalyst class is: 31. Product: [N+:1]([C:4]1[CH:12]=[C:11]2[C:7]([C:8]([C:21]#[N:24])=[N:9][N:10]2[CH2:13][O:14][CH2:15][CH2:16][Si:17]([CH3:20])([CH3:19])[CH3:18])=[CH:6][CH:5]=1)([O-:3])=[O:2]. (2) Reactant: [F:1][C:2]([F:12])([F:11])[C:3]1[CH:10]=[CH:9][C:6]([CH:7]=O)=[CH:5][CH:4]=1.C1(P(C2C=CC=CC=2)(C2C=CC=CC=2)=[CH:20][C:21](=[O:23])[CH3:22])C=CC=CC=1. Product: [F:1][C:2]([F:12])([F:11])[C:3]1[CH:10]=[CH:9][C:6](/[CH:7]=[CH:20]/[C:21](=[O:23])[CH3:22])=[CH:5][CH:4]=1. The catalyst class is: 2.